This data is from Peptide-MHC class I binding affinity with 185,985 pairs from IEDB/IMGT. The task is: Regression. Given a peptide amino acid sequence and an MHC pseudo amino acid sequence, predict their binding affinity value. This is MHC class I binding data. (1) The peptide sequence is RQLLFVVEV. The MHC is HLA-A02:06 with pseudo-sequence HLA-A02:06. The binding affinity (normalized) is 0.940. (2) The peptide sequence is MSSSVDVDIY. The MHC is HLA-A68:01 with pseudo-sequence HLA-A68:01. The binding affinity (normalized) is 0.490. (3) The peptide sequence is RVVDLYIGR. The MHC is HLA-A26:01 with pseudo-sequence HLA-A26:01. The binding affinity (normalized) is 0.447. (4) The peptide sequence is NLCKYLRGHT. The MHC is HLA-A02:06 with pseudo-sequence HLA-A02:06. The binding affinity (normalized) is 0. (5) The binding affinity (normalized) is 0.0847. The MHC is HLA-B07:02 with pseudo-sequence HLA-B07:02. The peptide sequence is ATDFKFAMY. (6) The peptide sequence is ILVPNINIL. The binding affinity (normalized) is 0.409. The MHC is HLA-B15:03 with pseudo-sequence HLA-B15:03.